This data is from Reaction yield outcomes from USPTO patents with 853,638 reactions. The task is: Predict the reaction yield, written as a fraction of the theoretical maximum amount of product (1.0 means a 100% yield; for example, 0.34 means a 34% yield). The reactants are [Si:1]([O:8][CH2:9][CH2:10]/[CH:11]=[CH:12]/[C:13]1[N:21]2[C:16]([C:17]([NH2:22])=[N:18][CH:19]=[N:20]2)=[CH:15][CH:14]=1)([C:4]([CH3:7])([CH3:6])[CH3:5])([CH3:3])[CH3:2]. The catalyst is C(O)(=O)C.[Pt](=O)=O. The product is [Si:1]([O:8][CH2:9][CH2:10][CH2:11][CH2:12][C:13]1[N:21]2[C:16]([C:17]([NH2:22])=[N:18][CH:19]=[N:20]2)=[CH:15][CH:14]=1)([C:4]([CH3:7])([CH3:5])[CH3:6])([CH3:2])[CH3:3]. The yield is 0.880.